This data is from Serine/threonine kinase 33 screen with 319,792 compounds. The task is: Binary Classification. Given a drug SMILES string, predict its activity (active/inactive) in a high-throughput screening assay against a specified biological target. (1) The compound is Clc1c(NC(=O)COc2ccc(OC)cc2)cc(S(=O)(=O)N(CC)CC)cc1. The result is 0 (inactive). (2) The compound is FC(F)(F)C1n2[nH]cc(c2=NC(C1)c1cc(OC)ccc1)C(=O)NCc1occc1. The result is 0 (inactive). (3) The result is 0 (inactive). The compound is S(CC1Nc2c(NC1=O)cc(C(=O)N1CCN(CC1)c1c(c(ccc1)C)C)cc2)Cc1cc(F)ccc1. (4) The compound is O(\N=C(\c1ccccc1)C)C(=O)c1ccc(OC)cc1. The result is 1 (active). (5) The drug is O(c1cc(ccc1O)/C=C(\C(=O)Nc1ncccc1)C#N)CC. The result is 0 (inactive). (6) The drug is S(CC(=O)NCCc1cc(OC)c(OC)cc1)c1oc(nn1)CNC(=O)c1sccc1. The result is 0 (inactive). (7) The compound is O(c1cc2CCN(Cc2cc1OC)C(=O)c1c(nn(c1)c1ccc(cc1)C)c1cc(OC)ccc1)C. The result is 0 (inactive).